This data is from Retrosynthesis with 50K atom-mapped reactions and 10 reaction types from USPTO. The task is: Predict the reactants needed to synthesize the given product. (1) The reactants are: CC(C)(C)OC(=O)N1CCC(CN([C@@H]2CC(F)(F)CCNC2=O)S(=O)(=O)c2ccc(Cl)cc2)CC1. Given the product O=C1NCCC(F)(F)C[C@H]1N(CC1CCNCC1)S(=O)(=O)c1ccc(Cl)cc1, predict the reactants needed to synthesize it. (2) Given the product O=C1Nc2ccccc2CC1N1CCN(C(=O)C[C@@H]2Cc3ccc4[nH]ncc4c3CN(Cc3ccccc3)C2=O)CC1, predict the reactants needed to synthesize it. The reactants are: O=C(O)C[C@@H]1Cc2ccc3[nH]ncc3c2CN(Cc2ccccc2)C1=O.O=C1Nc2ccccc2CC1N1CCNCC1.